This data is from NCI-60 drug combinations with 297,098 pairs across 59 cell lines. The task is: Regression. Given two drug SMILES strings and cell line genomic features, predict the synergy score measuring deviation from expected non-interaction effect. (1) Drug 1: CC1CCC2CC(C(=CC=CC=CC(CC(C(=O)C(C(C(=CC(C(=O)CC(OC(=O)C3CCCCN3C(=O)C(=O)C1(O2)O)C(C)CC4CCC(C(C4)OC)O)C)C)O)OC)C)C)C)OC. Drug 2: CC1=C(C(=CC=C1)Cl)NC(=O)C2=CN=C(S2)NC3=CC(=NC(=N3)C)N4CCN(CC4)CCO. Cell line: A549. Synergy scores: CSS=12.0, Synergy_ZIP=-4.98, Synergy_Bliss=0.257, Synergy_Loewe=1.27, Synergy_HSA=2.64. (2) Drug 1: CC1CCC2CC(C(=CC=CC=CC(CC(C(=O)C(C(C(=CC(C(=O)CC(OC(=O)C3CCCCN3C(=O)C(=O)C1(O2)O)C(C)CC4CCC(C(C4)OC)OCCO)C)C)O)OC)C)C)C)OC. Synergy scores: CSS=16.8, Synergy_ZIP=-3.92, Synergy_Bliss=2.16, Synergy_Loewe=-3.01, Synergy_HSA=2.75. Drug 2: CCC1(C2=C(COC1=O)C(=O)N3CC4=CC5=C(C=CC(=C5CN(C)C)O)N=C4C3=C2)O.Cl. Cell line: BT-549. (3) Drug 1: CCCCC(=O)OCC(=O)C1(CC(C2=C(C1)C(=C3C(=C2O)C(=O)C4=C(C3=O)C=CC=C4OC)O)OC5CC(C(C(O5)C)O)NC(=O)C(F)(F)F)O. Drug 2: CCN(CC)CCCC(C)NC1=C2C=C(C=CC2=NC3=C1C=CC(=C3)Cl)OC. Cell line: PC-3. Synergy scores: CSS=46.6, Synergy_ZIP=-1.21, Synergy_Bliss=2.13, Synergy_Loewe=2.54, Synergy_HSA=3.50. (4) Drug 1: CN(C)C1=NC(=NC(=N1)N(C)C)N(C)C. Drug 2: CC=C1C(=O)NC(C(=O)OC2CC(=O)NC(C(=O)NC(CSSCCC=C2)C(=O)N1)C(C)C)C(C)C. Cell line: MOLT-4. Synergy scores: CSS=53.6, Synergy_ZIP=-0.436, Synergy_Bliss=-6.21, Synergy_Loewe=-73.8, Synergy_HSA=-9.26. (5) Drug 1: COC1=C(C=C2C(=C1)N=CN=C2NC3=CC(=C(C=C3)F)Cl)OCCCN4CCOCC4. Drug 2: CC1=CC=C(C=C1)C2=CC(=NN2C3=CC=C(C=C3)S(=O)(=O)N)C(F)(F)F. Cell line: COLO 205. Synergy scores: CSS=7.15, Synergy_ZIP=-4.12, Synergy_Bliss=-4.48, Synergy_Loewe=-10.9, Synergy_HSA=-5.03. (6) Drug 1: C1CCC(C(C1)N)N.C(=O)(C(=O)[O-])[O-].[Pt+4]. Drug 2: C(CN)CNCCSP(=O)(O)O. Cell line: HS 578T. Synergy scores: CSS=3.29, Synergy_ZIP=1.33, Synergy_Bliss=5.67, Synergy_Loewe=-9.98, Synergy_HSA=-1.81. (7) Drug 1: C1=CC(=CC=C1CCCC(=O)O)N(CCCl)CCCl. Drug 2: CC(C)CN1C=NC2=C1C3=CC=CC=C3N=C2N. Cell line: U251. Synergy scores: CSS=28.3, Synergy_ZIP=-1.11, Synergy_Bliss=-2.17, Synergy_Loewe=-3.74, Synergy_HSA=-3.38. (8) Drug 1: C1=CC(=CC=C1CC(C(=O)O)N)N(CCCl)CCCl.Cl. Drug 2: C1=CC(=CC=C1C#N)C(C2=CC=C(C=C2)C#N)N3C=NC=N3. Cell line: U251. Synergy scores: CSS=3.77, Synergy_ZIP=-6.63, Synergy_Bliss=-4.82, Synergy_Loewe=-5.34, Synergy_HSA=-5.41.